Dataset: CYP1A2 inhibition data for predicting drug metabolism from PubChem BioAssay. Task: Regression/Classification. Given a drug SMILES string, predict its absorption, distribution, metabolism, or excretion properties. Task type varies by dataset: regression for continuous measurements (e.g., permeability, clearance, half-life) or binary classification for categorical outcomes (e.g., BBB penetration, CYP inhibition). Dataset: cyp1a2_veith. (1) The compound is COc1ccc(CCNC(=O)c2cc(-c3cc(Cl)cc(Cl)c3)oc2C)cc1. The result is 1 (inhibitor). (2) The molecule is COc1ccc2c(c1)[C@]13CCCC[C@@H]1[C@H](C2)NCC3. The result is 0 (non-inhibitor). (3) The compound is Cc1ccc(NC(=O)CN(Cc2ccccc2)S(C)(=O)=O)cc1C. The result is 1 (inhibitor). (4) The compound is COc1cccc(-c2[nH]nc3c2C(c2ccc(C)o2)C(C#N)=C(N)O3)c1. The result is 1 (inhibitor). (5) The molecule is COCC(=O)N1CCC2(CC1)CN(Cc1ccccc1OC)C2. The result is 0 (non-inhibitor). (6) The drug is NC(=O)C1=CN([C@@H]2O[C@@H](COP(=O)([O-])OP(=O)([O-])OC[C@@H]3O[C@H](n4cnc5c(N)ncnc54)[C@@H](OP(=O)([O-])[O-])[C@@H]3O)[C@H](O)[C@@H]2O)C=CC1.[Na+].[Na+].[Na+].[Na+]. The result is 0 (non-inhibitor). (7) The molecule is O=C(O)c1cccc(CN2CCCCC2)c1. The result is 0 (non-inhibitor). (8) The compound is O=C([O-])c1cc2cc(Cc3cccnc3)ccc2o1.[Na+]. The result is 0 (non-inhibitor). (9) The molecule is COC(=O)c1ccc2ccn(CC(=O)NC3CCCCC3)c2c1. The result is 0 (non-inhibitor). (10) The compound is O=C1C2C3C=CC(C3)C2C(=O)N1/N=C/c1cn(Cc2ccc(F)cc2)c2ccccc12. The result is 0 (non-inhibitor).